Dataset: Catalyst prediction with 721,799 reactions and 888 catalyst types from USPTO. Task: Predict which catalyst facilitates the given reaction. (1) Reactant: C([Si](C)(C)[O:6][C:7]([C:10]1[NH:11][C:12]2[C:17]([C:18]=1[S:19][C:20]1[CH:25]=[CH:24][CH:23]=[C:22]([N+:26]([O-:28])=[O:27])[CH:21]=1)=[CH:16][C:15]([C:29]#[N:30])=[C:14]([C:31]([F:34])([F:33])[F:32])[CH:13]=2)([CH3:9])[CH3:8])(C)(C)C.CCCC[N+](CCCC)(CCCC)CCCC.[F-]. Product: [OH:6][C:7]([C:10]1[NH:11][C:12]2[C:17]([C:18]=1[S:19][C:20]1[CH:25]=[CH:24][CH:23]=[C:22]([N+:26]([O-:28])=[O:27])[CH:21]=1)=[CH:16][C:15]([C:29]#[N:30])=[C:14]([C:31]([F:33])([F:34])[F:32])[CH:13]=2)([CH3:9])[CH3:8]. The catalyst class is: 1. (2) Reactant: [F:1][C:2]1[CH:7]=[CH:6][CH:5]=[CH:4][C:3]=1[C@:8]12[CH2:15][C@H:14]([O:16][CH3:17])[CH2:13][C@H:12]1[CH2:11][O:10][NH:9]2. Product: [NH2:9][C@@:8]1([C:3]2[CH:4]=[CH:5][CH:6]=[CH:7][C:2]=2[F:1])[CH2:15][C@H:14]([O:16][CH3:17])[CH2:13][C@H:12]1[CH2:11][OH:10]. The catalyst class is: 183. (3) Reactant: Br[C:2]1[CH:7]=[CH:6][C:5]([Br:8])=[CH:4][N:3]=1.[Li]CCCC.[F:14][C:15]([F:22])([F:21])[C:16](OCC)=[O:17]. Product: [Br:8][C:5]1[CH:6]=[CH:7][C:2]([C:16](=[O:17])[C:15]([F:22])([F:21])[F:14])=[N:3][CH:4]=1. The catalyst class is: 11. (4) Reactant: I[C:2]1[C:10]2[C:5](=[N:6][CH:7]=[N:8][C:9]=2[NH2:11])[N:4]([CH:12]([C:14]2[CH:15]=[C:16]3[CH:21]=[CH:20][CH:19]=[N:18][N:17]3[C:22]=2[C:23]2[CH:28]=[CH:27][CH:26]=[CH:25][N:24]=2)[CH3:13])[N:3]=1.[F:29][C:30]1[CH:31]=[C:32](B(O)O)[CH:33]=[C:34]([OH:36])[CH:35]=1.CCO.C([O-])([O-])=O.[Na+].[Na+]. Product: [NH2:11][C:9]1[N:8]=[CH:7][N:6]=[C:5]2[N:4]([CH:12]([C:14]3[CH:15]=[C:16]4[CH:21]=[CH:20][CH:19]=[N:18][N:17]4[C:22]=3[C:23]3[CH:28]=[CH:27][CH:26]=[CH:25][N:24]=3)[CH3:13])[N:3]=[C:2]([C:32]3[CH:33]=[C:34]([OH:36])[CH:35]=[C:30]([F:29])[CH:31]=3)[C:10]=12. The catalyst class is: 104. (5) Reactant: [H-].[Na+].[C:3]([CH:5]1[C:11]2([C:16]3[CH:21]=[CH:20][CH:19]=[CH:18][CH:17]=3)[N:12]([CH2:13][CH:14]=[CH2:15])[CH:7]([CH2:8][CH2:9][CH:10]2[OH:22])[CH2:6]1)#[N:4].[F:23][C:24]([F:38])([F:37])[C:25]1[CH:26]=[C:27]([CH:30]=[C:31]([C:33]([F:36])([F:35])[F:34])[CH:32]=1)[CH2:28]Br.C1OCCOCCOCCOCCOCCOC1. Product: [F:23][C:24]([F:37])([F:38])[C:25]1[CH:26]=[C:27]([CH2:28][O:22][C@@H:10]2[CH2:9][CH2:8][C@@H:7]3[N:12]([CH2:13][CH:14]=[CH2:15])[C@@:11]2([C:16]2[CH:21]=[CH:20][CH:19]=[CH:18][CH:17]=2)[C@@H:5]([C:3]#[N:4])[CH2:6]3)[CH:30]=[C:31]([C:33]([F:34])([F:35])[F:36])[CH:32]=1. The catalyst class is: 1. (6) Product: [Cl:1][C:2]1[C:11]([CH2:12][Cl:23])=[CH:10][C:9]2[C:4](=[CH:5][CH:6]=[C:7]([C:14]3[CH:19]=[CH:18][CH:17]=[CH:16][C:15]=3[CH3:20])[CH:8]=2)[N:3]=1. The catalyst class is: 2. Reactant: [Cl:1][C:2]1[C:11]([CH2:12]O)=[CH:10][C:9]2[C:4](=[CH:5][CH:6]=[C:7]([C:14]3[CH:19]=[CH:18][CH:17]=[CH:16][C:15]=3[CH3:20])[CH:8]=2)[N:3]=1.S(Cl)([Cl:23])=O.